Dataset: Reaction yield outcomes from USPTO patents with 853,638 reactions. Task: Predict the reaction yield, written as a fraction of the theoretical maximum amount of product (1.0 means a 100% yield; for example, 0.34 means a 34% yield). (1) The reactants are [F:1][C:2]1[C:3]([NH2:17])=[N:4][C:5]([O:8][CH2:9][C:10]2[CH:15]=[CH:14][C:13]([CH3:16])=[CH:12][CH:11]=2)=[N:6][CH:7]=1.[Li+].C[Si]([N-][Si](C)(C)C)(C)C.[CH3:28][S:29](Cl)(=[O:31])=[O:30]. The catalyst is C1COCC1. The product is [F:1][C:2]1[C:3]([NH:17][S:29]([CH3:28])(=[O:31])=[O:30])=[N:4][C:5]([O:8][CH2:9][C:10]2[CH:15]=[CH:14][C:13]([CH3:16])=[CH:12][CH:11]=2)=[N:6][CH:7]=1. The yield is 0.260. (2) The reactants are [CH3:1][O:2][C:3]1[CH:8]=[CH:7][C:6]([C:9]2[O:13][C:12](NC3C=CC=CC=3)=[N:11][C:10]=2[C:21]([OH:23])=O)=[CH:5][CH:4]=1.O.O[N:26]1[C:30]2[CH:31]=[CH:32][CH:33]=[CH:34][C:29]=2N=N1.Cl.C[N:37](C)CCCN=C=NCC.N.O1CCOCC1. The catalyst is CN(C=O)C. The product is [CH3:1][O:2][C:3]1[CH:4]=[CH:5][C:6]([C:9]2[O:13][C:12]([NH:26][C:30]3[CH:29]=[CH:34][CH:33]=[CH:32][CH:31]=3)=[N:11][C:10]=2[C:21]([NH2:37])=[O:23])=[CH:7][CH:8]=1. The yield is 0.380.